This data is from Catalyst prediction with 721,799 reactions and 888 catalyst types from USPTO. The task is: Predict which catalyst facilitates the given reaction. (1) Reactant: [Cl:1][C:2]1[CH:3]=[CH:4][C:5]2[N:11]([CH2:12][C:13]([CH3:17])([CH3:16])[CH2:14][OH:15])[C:10](=[O:18])[C@@H:9]([CH2:19][C:20](O)=[O:21])[O:8][C@H:7]([C:23]3[CH:28]=[CH:27][CH:26]=[C:25]([O:29][CH3:30])[C:24]=3[O:31][CH3:32])[C:6]=2[CH:33]=1.Cl.[NH2:35][CH2:36][C:37]1[CH:46]=[CH:45][C:40]([C:41]([O:43][CH3:44])=[O:42])=[CH:39][CH:38]=1.P(C#N)(OCC)(OCC)=O.C(N(CC)CC)C. Product: [Cl:1][C:2]1[CH:3]=[CH:4][C:5]2[N:11]([CH2:12][C:13]([CH3:16])([CH3:17])[CH2:14][OH:15])[C:10](=[O:18])[C@@H:9]([CH2:19][C:20]([NH:35][CH2:36][C:37]3[CH:38]=[CH:39][C:40]([C:41]([O:43][CH3:44])=[O:42])=[CH:45][CH:46]=3)=[O:21])[O:8][C@H:7]([C:23]3[CH:28]=[CH:27][CH:26]=[C:25]([O:29][CH3:30])[C:24]=3[O:31][CH3:32])[C:6]=2[CH:33]=1. The catalyst class is: 42. (2) Reactant: C(O[C:4]([C:6]1([CH2:22][CH2:23]OC)[CH2:11][CH2:10][N:9]([S:12]([C:15]2[CH:20]=[CH:19][CH:18]=[CH:17][C:16]=2[Cl:21])(=[O:14])=[O:13])[CH2:8][CH2:7]1)=[O:5])C.[Cl-].C[Al+]C.[F:30][C:31]1[CH:32]=[C:33]([CH2:37][CH2:38][NH2:39])[CH:34]=[CH:35][CH:36]=1. Product: [Cl:21][C:16]1[CH:17]=[CH:18][CH:19]=[CH:20][C:15]=1[S:12]([N:9]1[CH2:8][CH2:7][C:6]2([C:4](=[O:5])[N:39]([CH2:38][CH2:37][C:33]3[CH:34]=[CH:35][CH:36]=[C:31]([F:30])[CH:32]=3)[CH2:23][CH2:22]2)[CH2:11][CH2:10]1)(=[O:13])=[O:14]. The catalyst class is: 11. (3) Reactant: [CH2:1]1[CH:9]2[N:4]([CH2:5][CH2:6][CH:7]([C:10]3[C:18]4[C:13](=[CH:14][CH:15]=[CH:16][N:17]=4)[NH:12][CH:11]=3)[CH2:8]2)[CH2:3][CH2:2]1.[CH:19]1[C:28]2[C:23](=[CH:24][CH:25]=[CH:26][CH:27]=2)[CH:22]=[CH:21][C:20]=1[S:29](Cl)(=[O:31])=[O:30].C[Si]([N-][Si](C)(C)C)(C)C.[Na+]. Product: [CH2:1]1[CH:9]2[N:4]([CH2:5][CH2:6][CH:7]([C:10]3[C:18]4[C:13](=[CH:14][CH:15]=[CH:16][N:17]=4)[N:12]([S:29]([C:20]4[CH:21]=[CH:22][C:23]5[C:28](=[CH:27][CH:26]=[CH:25][CH:24]=5)[CH:19]=4)(=[O:31])=[O:30])[CH:11]=3)[CH2:8]2)[CH2:3][CH2:2]1. The catalyst class is: 1.